Dataset: Forward reaction prediction with 1.9M reactions from USPTO patents (1976-2016). Task: Predict the product of the given reaction. (1) Given the reactants [Cl:1][C:2]1[CH:7]=[CH:6][CH:5]=[C:4]([Cl:8])[C:3]=1[C:9](=O)[CH2:10][C:11]1[CH:16]=[C:15]([C:17]2[N:21]([CH2:22][CH3:23])[N:20]=[C:19]([C:24]3[CH:25]=[N:26][CH:27]=[CH:28][CH:29]=3)[N:18]=2)[CH:14]=[CH:13][C:12]=1[N+:30]([O-])=O, predict the reaction product. The product is: [Cl:1][C:2]1[CH:7]=[CH:6][CH:5]=[C:4]([Cl:8])[C:3]=1[C:9]1[NH:30][C:12]2[C:11]([CH:10]=1)=[CH:16][C:15]([C:17]1[N:21]([CH2:22][CH3:23])[N:20]=[C:19]([C:24]3[CH:25]=[N:26][CH:27]=[CH:28][CH:29]=3)[N:18]=1)=[CH:14][CH:13]=2. (2) The product is: [ClH:36].[NH2:19][C@H:16]1[CH2:17][CH2:18][N:14]([C:12]2[C:11]([Br:27])=[CH:10][N:9]=[C:8]3[NH:7][CH:6]=[C:5]([NH:4][C:1](=[O:3])[CH3:2])[C:13]=23)[CH2:15]1. Given the reactants [C:1]([NH:4][C:5]1[C:13]2[C:8](=[N:9][CH:10]=[C:11]([Br:27])[C:12]=2[N:14]2[CH2:18][CH2:17][C@H:16]([NH:19]C(=O)OC(C)(C)C)[CH2:15]2)[NH:7][CH:6]=1)(=[O:3])[CH3:2].C(O)(C(F)(F)F)=O.C(Cl)[Cl:36], predict the reaction product. (3) Given the reactants [Cu][C:2]#[N:3].I[C:5]1[CH:11]=[C:10]([CH3:12])[C:9]([CH3:13])=[CH:8][C:6]=1[NH2:7].N.C(Cl)Cl, predict the reaction product. The product is: [NH2:7][C:6]1[CH:8]=[C:9]([CH3:13])[C:10]([CH3:12])=[CH:11][C:5]=1[C:2]#[N:3].